Task: Predict which catalyst facilitates the given reaction.. Dataset: Catalyst prediction with 721,799 reactions and 888 catalyst types from USPTO (1) Reactant: [N+:1]([C:4]1[CH:5]=[C:6]([CH:10]=[C:11]([C:13]([F:16])([F:15])[F:14])[CH:12]=1)[C:7](O)=[O:8])([O-:3])=[O:2].C(Cl)(=O)C(Cl)=O.Cl.[CH3:24][NH:25][CH3:26].CCN(CC)CC. Product: [N+:1]([C:4]1[CH:5]=[C:6]([CH:10]=[C:11]([C:13]([F:16])([F:15])[F:14])[CH:12]=1)[C:7]([N:25]([CH3:26])[CH3:24])=[O:8])([O-:3])=[O:2]. The catalyst class is: 85. (2) Reactant: [N+:1]([C:4]1[CH:5]=[N:6][NH:7][CH:8]=1)([O-:3])=[O:2].Br[C:10]1[CH:11]=[C:12]2[C:17](=[CH:18][CH:19]=1)[CH:16]=[N:15][CH:14]=[CH:13]2.C(P(C(C)(C)C)C1C=CC=CC=1C1C(C(C)C)=CC(C(C)C)=CC=1C(C)C)(C)(C)C.C(=O)([O-])[O-].[Cs+].[Cs+]. Product: [N+:1]([C:4]1[CH:5]=[N:6][N:7]([C:10]2[CH:11]=[C:12]3[C:17](=[CH:18][CH:19]=2)[CH:16]=[N:15][CH:14]=[CH:13]3)[CH:8]=1)([O-:3])=[O:2]. The catalyst class is: 62. (3) Reactant: C(OC[N:9]1[C:13]([CH2:14][O:15][C:16]2[CH:21]=[CH:20][C:19]([O:22][C:23]3[CH:28]=[CH:27][N:26]=[C:25]4[N:29](CC5C=CC(OC)=CC=5)[N:30]=[C:31]([NH:32][C@@H:33]5[CH2:37][CH2:36][N:35]([C:38](=[O:47])/[CH:39]=[CH:40]/[CH2:41][N:42]([CH:44]6[CH2:46][CH2:45]6)[CH3:43])[CH2:34]5)[C:24]=34)=[CH:18][CH:17]=2)=[CH:12][N:11]=[N:10]1)(=O)C(C)(C)C.[OH-].[Na+].Cl.C(O)(C(F)(F)F)=O. Product: [NH:9]1[C:13]([CH2:14][O:15][C:16]2[CH:17]=[CH:18][C:19]([O:22][C:23]3[CH:28]=[CH:27][N:26]=[C:25]4[NH:29][N:30]=[C:31]([NH:32][C@@H:33]5[CH2:37][CH2:36][N:35]([C:38](=[O:47])/[CH:39]=[CH:40]/[CH2:41][N:42]([CH:44]6[CH2:46][CH2:45]6)[CH3:43])[CH2:34]5)[C:24]=34)=[CH:20][CH:21]=2)=[CH:12][N:11]=[N:10]1. The catalyst class is: 5. (4) Reactant: O1CCOCC1.Cl.C(OC([NH:15][CH2:16][C:17]([NH:19][C:20]1[N:28]=[C:27]2[C:23]([C:24]([C:36]3[CH:41]=[CH:40][N:39]=[CH:38][CH:37]=3)=[C:25]([C:29]3[CH:34]=[CH:33][C:32]([F:35])=[CH:31][CH:30]=3)[NH:26]2)=[CH:22][CH:21]=1)=[O:18])=O)(C)(C)C.C1(OC)C=CC=CC=1. Product: [NH2:15][CH2:16][C:17]([NH:19][C:20]1[N:28]=[C:27]2[C:23]([C:24]([C:36]3[CH:37]=[CH:38][N:39]=[CH:40][CH:41]=3)=[C:25]([C:29]3[CH:30]=[CH:31][C:32]([F:35])=[CH:33][CH:34]=3)[NH:26]2)=[CH:22][CH:21]=1)=[O:18]. The catalyst class is: 12. (5) Reactant: [CH:1]1([CH2:4][N:5]([CH2:24][CH2:25][CH3:26])[C:6]2[N:11]=[CH:10][N:9]=[C:8]([C:12]([NH:14][C:15]3[CH:20]=[CH:19][C:18]([CH:21]=O)=[CH:17][C:16]=3[CH3:23])=[O:13])[CH:7]=2)[CH2:3][CH2:2]1.[CH3:27][O:28][CH2:29][CH2:30][NH2:31].C(O[BH-](OC(=O)C)OC(=O)C)(=O)C. Product: [CH:1]1([CH2:4][N:5]([CH2:24][CH2:25][CH3:26])[C:6]2[N:11]=[CH:10][N:9]=[C:8]([C:12]([NH:14][C:15]3[CH:20]=[CH:19][C:18]([CH2:21][NH:31][CH2:30][CH2:29][O:28][CH3:27])=[CH:17][C:16]=3[CH3:23])=[O:13])[CH:7]=2)[CH2:3][CH2:2]1. The catalyst class is: 2.